Dataset: Catalyst prediction with 721,799 reactions and 888 catalyst types from USPTO. Task: Predict which catalyst facilitates the given reaction. (1) Reactant: [C:1]([O:5][C:6]([N:8]1[CH2:13][CH2:12][CH2:11][CH:10]([NH:14][C:15]2[CH:24]=[CH:23][CH:22]=[C:21]3[C:16]=2[C:17]([CH:26]=[CH2:27])=[CH:18][N:19]=[C:20]3[Cl:25])[CH2:9]1)=[O:7])([CH3:4])([CH3:3])[CH3:2].CC(C)([O-])C.[K+].C1(C)C=CC=CC=1.O.C(O)(=O)CC(CC(O)=O)(C(O)=O)O. Product: [C:1]([O:5][C:6]([N:8]1[CH2:13][CH2:12][CH2:11][CH:10]([N:14]2[C:15]3=[C:16]4[C:21](=[CH:22][CH:23]=[CH:24]3)[C:20]([Cl:25])=[N:19][CH:18]=[C:17]4[CH2:26][CH2:27]2)[CH2:9]1)=[O:7])([CH3:4])([CH3:3])[CH3:2]. The catalyst class is: 7. (2) Reactant: CC1C=CC(S(O[C:12]2[CH2:16][CH:15]([C:17](=[O:34])[NH:18][C:19]3[CH:24]=[CH:23][C:22]([Cl:25])=[CH:21][C:20]=3[C:26](=[O:33])[NH:27][CH:28]([CH:30]3[CH2:32][CH2:31]3)[CH3:29])[N:14]([C:35]3[C:40]([Cl:41])=[CH:39][CH:38]=[CH:37][N:36]=3)[N:13]=2)(=O)=O)=CC=1.C(O)(=O)C.[BrH:46].C(OCC)(=O)C.[OH-].[Na+]. Product: [Cl:25][C:22]1[CH:23]=[CH:24][C:19]([NH:18][C:17]([CH:15]2[N:14]([C:35]3[C:40]([Cl:41])=[CH:39][CH:38]=[CH:37][N:36]=3)[N:13]=[C:12]([Br:46])[CH2:16]2)=[O:34])=[C:20]([C:26](=[O:33])[NH:27][CH:28]([CH:30]2[CH2:32][CH2:31]2)[CH3:29])[CH:21]=1. The catalyst class is: 86.